From a dataset of Full USPTO retrosynthesis dataset with 1.9M reactions from patents (1976-2016). Predict the reactants needed to synthesize the given product. The reactants are: [C:1]([O:5][C:6]([N:8]1[C:16]2[C:11](=[CH:12][C:13]([OH:17])=[CH:14][CH:15]=2)[CH2:10][CH2:9]1)=[O:7])([CH3:4])([CH3:3])[CH3:2].C([O-])([O-])=O.[K+].[K+].[Br:24][CH:25]=[CH:26][CH2:27][CH2:28]Br. Given the product [C:1]([O:5][C:6]([N:8]1[C:16]2[C:11](=[CH:12][C:13]([O:17][CH2:28][CH:27]=[CH:26][CH2:25][Br:24])=[CH:14][CH:15]=2)[CH2:10][CH2:9]1)=[O:7])([CH3:4])([CH3:2])[CH3:3], predict the reactants needed to synthesize it.